This data is from Forward reaction prediction with 1.9M reactions from USPTO patents (1976-2016). The task is: Predict the product of the given reaction. (1) Given the reactants Cl[C:2]1[C:3]2[CH2:17][CH2:16][CH2:15][C:4]=2[N:5]=[C:6]([C:8]2[CH:13]=[CH:12][CH:11]=[C:10]([Cl:14])[CH:9]=2)[N:7]=1.[CH3:18][O:19][C:20](=[O:28])[C:21]1[CH:26]=[CH:25][C:24]([NH2:27])=[CH:23][CH:22]=1.C(=O)([O-])[O-].[Cs+].[Cs+].C1C=CC(P(C2C(C3C(P(C4C=CC=CC=4)C4C=CC=CC=4)=CC=C4C=3C=CC=C4)=C3C(C=CC=C3)=CC=2)C2C=CC=CC=2)=CC=1, predict the reaction product. The product is: [CH3:18][O:19][C:20](=[O:28])[C:21]1[CH:26]=[CH:25][C:24]([NH:27][C:2]2[C:3]3[CH2:17][CH2:16][CH2:15][C:4]=3[N:5]=[C:6]([C:8]3[CH:13]=[CH:12][CH:11]=[C:10]([Cl:14])[CH:9]=3)[N:7]=2)=[CH:23][CH:22]=1. (2) Given the reactants [N:1]1[C:6]2[NH:7][CH:8]=[CH:9][C:5]=2[CH:4]=[C:3]([CH2:10][CH2:11][CH2:12][CH2:13][N:14]2[CH:18]=[C:17]([C:19]([OH:21])=O)[N:16]=[N:15]2)[N:2]=1.CN(C(ON1N=NC2C=CC=NC1=2)=[N+](C)C)C.F[P-](F)(F)(F)(F)F.[CH2:46]([NH2:53])[C:47]1[CH:52]=[CH:51][CH:50]=[CH:49][CH:48]=1.CCN(C(C)C)C(C)C, predict the reaction product. The product is: [N:1]1[C:6]2[NH:7][CH:8]=[CH:9][C:5]=2[CH:4]=[C:3]([CH2:10][CH2:11][CH2:12][CH2:13][N:14]2[CH:18]=[C:17]([C:19]([NH:53][CH2:46][C:47]3[CH:52]=[CH:51][CH:50]=[CH:49][CH:48]=3)=[O:21])[N:16]=[N:15]2)[N:2]=1.